Task: Predict the reaction yield, written as a fraction of the theoretical maximum amount of product (1.0 means a 100% yield; for example, 0.34 means a 34% yield).. Dataset: Reaction yield outcomes from USPTO patents with 853,638 reactions (1) The reactants are [CH2:1]=[C:2]([C:4]1[CH:5]=[C:6]([C:10]([NH:13][C:14]([N:16]2[CH:22]3[CH2:23][CH2:24][N:19]([CH2:20][CH2:21]3)[CH2:18][CH2:17]2)=[O:15])([CH3:12])[CH3:11])[CH:7]=[CH:8][CH:9]=1)[CH3:3]. The catalyst is [Pd]. The product is [CH3:3][CH:2]([C:4]1[CH:5]=[C:6]([C:10]([NH:13][C:14]([N:16]2[CH:22]3[CH2:21][CH2:20][N:19]([CH2:24][CH2:23]3)[CH2:18][CH2:17]2)=[O:15])([CH3:12])[CH3:11])[CH:7]=[CH:8][CH:9]=1)[CH3:1]. The yield is 0.570. (2) The reactants are [Br:1][C:2]1[CH:7]=[CH:6][C:5]([NH:8][C:9](=[NH:18])[C:10]2[C:15]([Cl:16])=[CH:14][CH:13]=[CH:12][C:11]=2[Cl:17])=[CH:4][CH:3]=1.Br[CH2:20][C:21](=O)[C:22]([CH3:28])([CH3:27])[C:23]([O:25][CH3:26])=[O:24].C([O-])(O)=O.[Na+]. The product is [CH3:26][O:25][C:23](=[O:24])[C:22]([C:21]1[N:18]=[C:9]([C:10]2[C:11]([Cl:17])=[CH:12][CH:13]=[CH:14][C:15]=2[Cl:16])[N:8]([C:5]2[CH:4]=[CH:3][C:2]([Br:1])=[CH:7][CH:6]=2)[CH:20]=1)([CH3:28])[CH3:27]. The yield is 0.570. The catalyst is C(O)(C)C. (3) The reactants are [Br-:1].[Br-].[Br-].C1([N+](C)(C)C)C=CC=CC=1.C1([N+](C)(C)C)C=CC=CC=1.C1([N+](C)(C)C)C=CC=CC=1.[C:34]([C:37]1[CH:38]=[CH:39][C:40]([O:53][CH2:54][C:55]2[CH:60]=[CH:59][CH:58]=[CH:57][CH:56]=2)=[C:41]([CH:52]=1)[C:42]([O:44][CH2:45][C:46]1[CH:51]=[CH:50][CH:49]=[CH:48][CH:47]=1)=[O:43])(=[O:36])[CH3:35]. The catalyst is C1COCC1. The product is [CH2:54]([O:53][C:40]1[CH:39]=[CH:38][C:37]([C:34](=[O:36])[CH2:35][Br:1])=[CH:52][C:41]=1[C:42]([O:44][CH2:45][C:46]1[CH:51]=[CH:50][CH:49]=[CH:48][CH:47]=1)=[O:43])[C:55]1[CH:60]=[CH:59][CH:58]=[CH:57][CH:56]=1. The yield is 0.830. (4) The reactants are [Cl:1][C:2]1[CH:7]=[CH:6][C:5]([CH2:8][CH2:9][NH:10][C:11]([C:13]2[CH:17]=[C:16]([N+:18]([O-])=O)[NH:15][N:14]=2)=[O:12])=[CH:4][CH:3]=1.[Cl-].[NH4+]. The catalyst is O1CCCC1.C(O)C.[Fe]. The product is [Cl:1][C:2]1[CH:7]=[CH:6][C:5]([CH2:8][CH2:9][NH:10][C:11]([C:13]2[CH:17]=[C:16]([NH2:18])[NH:15][N:14]=2)=[O:12])=[CH:4][CH:3]=1. The yield is 0.700. (5) The yield is 0.570. The catalyst is CS(C)=O. The product is [CH3:18][C:19]1([CH3:33])[CH2:24][O:23][B:22]([C:2]2[CH:3]=[C:4]([NH2:17])[C:5]([N:8]([CH2:13][CH:14]([CH3:16])[CH3:15])[CH2:9][CH:10]([CH3:12])[CH3:11])=[CH:6][CH:7]=2)[O:21][CH2:20]1. The reactants are Br[C:2]1[CH:3]=[C:4]([NH2:17])[C:5]([N:8]([CH2:13][CH:14]([CH3:16])[CH3:15])[CH2:9][CH:10]([CH3:12])[CH3:11])=[CH:6][CH:7]=1.[CH3:18][C:19]1([CH3:33])[CH2:24][O:23][B:22]([B:22]2[O:23][CH2:24][C:19]([CH3:33])([CH3:18])[CH2:20][O:21]2)[O:21][CH2:20]1.C([O-])(=O)C.[K+]. (6) The reactants are C[O:2][C:3](=[O:26])[CH2:4][CH:5]1[CH2:10][CH2:9][CH2:8][CH2:7][N:6]1[C:11]([C:13]1[N:14]=[C:15]([CH3:25])[S:16][C:17]=1[C:18]1[CH:23]=[CH:22][C:21]([F:24])=[CH:20][CH:19]=1)=[O:12].[OH-].[Na+]. The catalyst is CO.O. The product is [F:24][C:21]1[CH:22]=[CH:23][C:18]([C:17]2[S:16][C:15]([CH3:25])=[N:14][C:13]=2[C:11]([N:6]2[CH2:7][CH2:8][CH2:9][CH2:10][CH:5]2[CH2:4][C:3]([OH:26])=[O:2])=[O:12])=[CH:19][CH:20]=1. The yield is 0.820. (7) The reactants are C1(P(C2C=CC=CC=2)C2C=CC=CC=2)C=CC=CC=1.CC(OC(/N=N/C(OC(C)C)=O)=O)C.[C:34]([O:43][CH3:44])(=[O:42])[C:35]1[C:36](=[CH:38][CH:39]=[CH:40][CH:41]=1)[OH:37].O[CH2:46][CH2:47][N:48]1[CH2:52][CH2:51][CH2:50][CH2:49]1. The catalyst is C1COCC1. The product is [CH3:44][O:43][C:34](=[O:42])[C:35]1[CH:41]=[CH:40][CH:39]=[CH:38][C:36]=1[O:37][CH2:46][CH2:47][N:48]1[CH2:52][CH2:51][CH2:50][CH2:49]1. The yield is 0.600. (8) The reactants are [Cl:1][C:2]1[CH:3]=[C:4]([CH2:12][CH2:13][C:14]2([CH:22]3[CH2:26][CH2:25][CH2:24][CH2:23]3)[O:19][C:18](=[O:20])[CH2:17][C:16](=[O:21])[CH2:15]2)[CH:5]=[CH:6][C:7]=1[O:8][CH:9]([CH3:11])[CH3:10].[CH3:27][C:28]1[CH:33]=[C:32]([CH3:34])[N:31]2[N:35]=[C:36]([CH:38]=O)[N:37]=[C:30]2[N:29]=1.N(C)C.Cl. The catalyst is CO.C(Cl)Cl. The product is [Cl:1][C:2]1[CH:3]=[C:4]([CH2:12][CH2:13][C:14]2([CH:22]3[CH2:26][CH2:25][CH2:24][CH2:23]3)[O:19][C:18](=[O:20])[C:17]([CH2:38][C:36]3[N:37]=[C:30]4[N:29]=[C:28]([CH3:27])[CH:33]=[C:32]([CH3:34])[N:31]4[N:35]=3)=[C:16]([OH:21])[CH2:15]2)[CH:5]=[CH:6][C:7]=1[O:8][CH:9]([CH3:10])[CH3:11]. The yield is 0.240. (9) The reactants are [F:1][C:2]([F:12])([F:11])[C:3]1[CH:8]=[CH:7][C:6]([OH:9])=[C:5](Br)[CH:4]=1.[CH2:13]([O:15]C([Sn](CCCC)(CCCC)CCCC)=C)[CH3:14].Cl. The catalyst is Cl[Pd](Cl)([P](C1C=CC=CC=1)(C1C=CC=CC=1)C1C=CC=CC=1)[P](C1C=CC=CC=1)(C1C=CC=CC=1)C1C=CC=CC=1.C1(C)C=CC=CC=1. The product is [OH:9][C:6]1[CH:7]=[CH:8][C:3]([C:2]([F:12])([F:11])[F:1])=[CH:4][C:5]=1[C:13](=[O:15])[CH3:14]. The yield is 0.395.